Task: Predict the reactants needed to synthesize the given product.. Dataset: Full USPTO retrosynthesis dataset with 1.9M reactions from patents (1976-2016) (1) The reactants are: [Br:1][CH2:2][C:3]([C:5]1[CH:10]=[CH:9][C:8](Cl)=[CH:7][C:6]=1[Cl:12])=[O:4].ClC1C=CC=CC=1C(=O)C.ClC1C=C(Cl)C=CC=1C(=O)C. Given the product [Br:1][CH2:2][C:3]([C:5]1[CH:10]=[CH:9][CH:8]=[CH:7][C:6]=1[Cl:12])=[O:4], predict the reactants needed to synthesize it. (2) Given the product [Cl:1][C:2]1[N:7]=[C:6]([NH:17][C:16]2[CH:18]=[C:19]([C:21]([F:22])([F:23])[F:24])[CH:20]=[C:14]([C:12]([O:11][CH3:10])=[O:13])[CH:15]=2)[C:5]([F:9])=[CH:4][N:3]=1, predict the reactants needed to synthesize it. The reactants are: [Cl:1][C:2]1[N:7]=[C:6](Cl)[C:5]([F:9])=[CH:4][N:3]=1.[CH3:10][O:11][C:12]([C:14]1[CH:15]=[C:16]([CH:18]=[C:19]([C:21]([F:24])([F:23])[F:22])[CH:20]=1)[NH2:17])=[O:13]. (3) Given the product [CH2:2]([O:5][C:6]1[CH:15]=[C:14]([OH:16])[C:13]([CH:20]([CH3:22])[CH3:21])=[CH:12][C:7]=1[C:8]([O:10][CH3:11])=[O:9])[CH:3]=[CH2:4], predict the reactants needed to synthesize it. The reactants are: Cl.[CH2:2]([O:5][C:6]1[CH:15]=[C:14]([O:16]COC)[C:13]([CH:20]([CH3:22])[CH3:21])=[CH:12][C:7]=1[C:8]([O:10][CH3:11])=[O:9])[CH:3]=[CH2:4]. (4) The reactants are: C(OC(=O)C([S:7][C:8]1[S:12][C:11]([NH:13][C:14]([N:16](CC2CCCC2)[C:17]2[CH:22]=[CH:21][CH:20]=[C:19]([C:23](=[O:26])[NH:24][CH3:25])[CH:18]=2)=[O:15])=[N:10][CH:9]=1)C)C.C1(CN(C2C=CC(S(C)(=O)=O)=CC=2)C(=O)NC2SC=[C:46]([CH2:48][C:49]([OH:51])=[O:50])N=2)CCCC1.[CH:63]1(CNC2C=C(C=CC=2)C(NC)=O)[CH2:67][CH2:66][CH2:65][CH2:64]1.[CH2:80](OC(=O)C(SC1SC(N)=NC=1)C)C. Given the product [CH:63]1([N:16]([C:17]2[CH:22]=[CH:21][CH:20]=[C:19]([C:23](=[O:26])[NH:24][CH3:25])[CH:18]=2)[C:14](=[O:15])[N:13]([CH3:80])[C:11]2[S:12][C:8]([S:7][CH2:46][CH2:48][C:49]([OH:51])=[O:50])=[CH:9][N:10]=2)[CH2:67][CH2:66][CH2:65][CH2:64]1, predict the reactants needed to synthesize it. (5) Given the product [C:14]1([CH2:13][CH2:12][O:1][CH:2]2[CH2:7][CH2:6][CH2:5][CH:4]([C:8]([O:10][CH3:11])=[O:9])[CH2:3]2)[CH:19]=[CH:18][CH:17]=[CH:16][CH:15]=1, predict the reactants needed to synthesize it. The reactants are: [O:1]=[C:2]1[CH2:7][CH2:6][CH2:5][CH:4]([C:8]([O:10][CH3:11])=[O:9])[CH2:3]1.[CH2:12](O)[CH2:13][C:14]1[CH:19]=[CH:18][CH:17]=[CH:16][CH:15]=1.[Bi](Cl)(Cl)Cl.C([SiH](CC)CC)C. (6) Given the product [CH:15]1([C@H:4]2[C@H:3]([CH3:18])[C@@H:2]([NH:1][C:20]3[CH:25]=[CH:24][CH:23]=[C:22]([F:26])[N:21]=3)[C:11]3[C:6](=[CH:7][CH:8]=[CH:9][CH:10]=3)[N:5]2[C:12](=[O:14])[CH3:13])[CH2:17][CH2:16]1, predict the reactants needed to synthesize it. The reactants are: [NH2:1][C@H:2]1[C:11]2[C:6](=[CH:7][CH:8]=[CH:9][CH:10]=2)[N:5]([C:12](=[O:14])[CH3:13])[C@@H:4]([CH:15]2[CH2:17][CH2:16]2)[C@@H:3]1[CH3:18].Br[C:20]1[CH:25]=[CH:24][CH:23]=[C:22]([F:26])[N:21]=1.CN(C1C(C2C(P(C3CCCCC3)C3CCCCC3)=CC=CC=2)=CC=CC=1)C.CC(C)([O-])C.[Na+]. (7) Given the product [ClH:25].[CH3:1][N:2]1[C:11]2[C:6](=[CH:7][C:8]3[CH2:16][CH2:15][NH:14][CH2:13][CH2:12][C:9]=3[CH:10]=2)[CH2:5][CH2:4][C:3]1=[O:22], predict the reactants needed to synthesize it. The reactants are: [CH3:1][N:2]1[C:11]2[C:6](=[CH:7][C:8]3[CH2:16][CH2:15][N:14](C(OCC)=O)[CH2:13][CH2:12][C:9]=3[CH:10]=2)[CH2:5][CH2:4][C:3]1=[O:22].[OH-].[K+].[ClH:25].[OH-].[Na+].